Regression/Classification. Given a drug SMILES string, predict its absorption, distribution, metabolism, or excretion properties. Task type varies by dataset: regression for continuous measurements (e.g., permeability, clearance, half-life) or binary classification for categorical outcomes (e.g., BBB penetration, CYP inhibition). Dataset: cyp1a2_veith. From a dataset of CYP1A2 inhibition data for predicting drug metabolism from PubChem BioAssay. (1) The molecule is CSc1cccc(NC(=O)CN(c2ccccc2)S(=O)(=O)N(C)C)c1. The result is 1 (inhibitor). (2) The drug is CCOc1ccc(NC(=O)CSc2nc(C)c3c(c2C#N)CCCC3)cc1. The result is 1 (inhibitor). (3) The result is 0 (non-inhibitor). The compound is C[C@@]12CC[C@@H]3[C@H](CC[C@H]4C[C@@H](O)CC[C@]43C)[C@@]1(O)CC[C@@H]2C1=CC(=O)OC1. (4) The molecule is CC1(C)CC(O)CC(C)(C)N1CC(O)COCCOc1ccc(Br)cc1. The result is 0 (non-inhibitor). (5) The molecule is Cc1ccc(SCCCn2cnc3ccccc3c2=O)cc1. The result is 1 (inhibitor).